From a dataset of Experimental lipophilicity measurements (octanol/water distribution) for 4,200 compounds from AstraZeneca. Regression/Classification. Given a drug SMILES string, predict its absorption, distribution, metabolism, or excretion properties. Task type varies by dataset: regression for continuous measurements (e.g., permeability, clearance, half-life) or binary classification for categorical outcomes (e.g., BBB penetration, CYP inhibition). For this dataset (lipophilicity_astrazeneca), we predict Y. The compound is NC(=O)c1cnc(N[C@H]2CCCNC2)c2cc(-c3ccc(F)c(F)c3)sc12. The Y is 2.17 logD.